This data is from Catalyst prediction with 721,799 reactions and 888 catalyst types from USPTO. The task is: Predict which catalyst facilitates the given reaction. The catalyst class is: 1. Reactant: [CH3:1][O:2][C:3]1[CH:34]=[CH:33][C:6]([CH2:7][NH:8][CH2:9][C:10]([C:13]2[CH:17]=[C:16]([NH:18][C:19](=[O:32])[C:20]([CH3:31])([S:22]([CH:25]3[CH2:30][CH2:29][O:28][CH2:27][CH2:26]3)(=[O:24])=[O:23])[CH3:21])[O:15][N:14]=2)([CH3:12])[CH3:11])=[CH:5][CH:4]=1.N1C=CC=CC=1.[C:41](Cl)(=[O:43])[CH3:42]. Product: [C:41]([N:8]([CH2:7][C:6]1[CH:33]=[CH:34][C:3]([O:2][CH3:1])=[CH:4][CH:5]=1)[CH2:9][C:10]([C:13]1[CH:17]=[C:16]([NH:18][C:19](=[O:32])[C:20]([CH3:21])([S:22]([CH:25]2[CH2:30][CH2:29][O:28][CH2:27][CH2:26]2)(=[O:24])=[O:23])[CH3:31])[O:15][N:14]=1)([CH3:12])[CH3:11])(=[O:43])[CH3:42].